From a dataset of Forward reaction prediction with 1.9M reactions from USPTO patents (1976-2016). Predict the product of the given reaction. (1) The product is: [CH:1]1([CH2:7][CH:8]([C:11]2[C:19]3[C:14](=[CH:15][C:16]([OH:20])=[CH:17][CH:18]=3)[NH:13][N:12]=2)[C:9]#[N:10])[CH2:6][CH2:5][CH2:4][CH2:3][CH2:2]1. Given the reactants [CH:1]1([CH2:7][CH:8]([C:11]2[C:19]3[C:14](=[CH:15][C:16]([O:20]C)=[CH:17][CH:18]=3)[NH:13][N:12]=2)[C:9]#[N:10])[CH2:6][CH2:5][CH2:4][CH2:3][CH2:2]1.B(Br)(Br)Br.C(Cl)Cl.C([O-])(O)=O.[Na+], predict the reaction product. (2) Given the reactants [C:1]1(=[O:11])[NH:5][C:4](=[O:6])[C:3]2=[CH:7][CH:8]=[CH:9][CH:10]=[C:2]12.[K].Cl[CH2:14][C:15]1[N:16]([CH2:28][C:29]([CH3:32])([OH:31])[CH3:30])[C:17]2[C:26]3[N:25]=[CH:24][CH:23]=[CH:22][C:21]=3[N:20]=[CH:19][C:18]=2[N:27]=1.O, predict the reaction product. The product is: [OH:31][C:29]([CH3:32])([CH3:30])[CH2:28][N:16]1[C:17]2[C:26]3[N:25]=[CH:24][CH:23]=[CH:22][C:21]=3[N:20]=[CH:19][C:18]=2[N:27]=[C:15]1[CH2:14][N:5]1[C:1](=[O:11])[C:2]2[C:3](=[CH:7][CH:8]=[CH:9][CH:10]=2)[C:4]1=[O:6]. (3) Given the reactants [NH:1]([C:3]1[CH:8]=[CH:7][N:6]=[CH:5][C:4]=1[CH3:9])[NH2:2].C(O[CH:13]=[C:14]([C:17]#[N:18])[C:15]#[N:16])C, predict the reaction product. The product is: [NH2:18][C:17]1[N:1]([C:3]2[CH:8]=[CH:7][N:6]=[CH:5][C:4]=2[CH3:9])[N:2]=[CH:13][C:14]=1[C:15]#[N:16].